From a dataset of NCI-60 drug combinations with 297,098 pairs across 59 cell lines. Regression. Given two drug SMILES strings and cell line genomic features, predict the synergy score measuring deviation from expected non-interaction effect. (1) Drug 1: CS(=O)(=O)C1=CC(=C(C=C1)C(=O)NC2=CC(=C(C=C2)Cl)C3=CC=CC=N3)Cl. Drug 2: CC1=C(C=C(C=C1)NC2=NC=CC(=N2)N(C)C3=CC4=NN(C(=C4C=C3)C)C)S(=O)(=O)N.Cl. Cell line: SF-295. Synergy scores: CSS=17.8, Synergy_ZIP=-1.17, Synergy_Bliss=5.28, Synergy_Loewe=6.00, Synergy_HSA=6.13. (2) Drug 1: CNC(=O)C1=NC=CC(=C1)OC2=CC=C(C=C2)NC(=O)NC3=CC(=C(C=C3)Cl)C(F)(F)F. Drug 2: CC1C(C(CC(O1)OC2CC(CC3=C2C(=C4C(=C3O)C(=O)C5=CC=CC=C5C4=O)O)(C(=O)C)O)N)O. Cell line: OVCAR-8. Synergy scores: CSS=51.5, Synergy_ZIP=-0.595, Synergy_Bliss=-0.796, Synergy_Loewe=-6.15, Synergy_HSA=2.30. (3) Drug 1: C1=CC(=CC=C1CCC2=CNC3=C2C(=O)NC(=N3)N)C(=O)NC(CCC(=O)O)C(=O)O. Drug 2: CCCCC(=O)OCC(=O)C1(CC(C2=C(C1)C(=C3C(=C2O)C(=O)C4=C(C3=O)C=CC=C4OC)O)OC5CC(C(C(O5)C)O)NC(=O)C(F)(F)F)O. Cell line: HCT-15. Synergy scores: CSS=40.0, Synergy_ZIP=1.81, Synergy_Bliss=0.392, Synergy_Loewe=-6.13, Synergy_HSA=0.502. (4) Drug 1: CC1C(C(CC(O1)OC2CC(OC(C2O)C)OC3=CC4=CC5=C(C(=O)C(C(C5)C(C(=O)C(C(C)O)O)OC)OC6CC(C(C(O6)C)O)OC7CC(C(C(O7)C)O)OC8CC(C(C(O8)C)O)(C)O)C(=C4C(=C3C)O)O)O)O. Drug 2: CC1C(C(CC(O1)OC2CC(CC3=C2C(=C4C(=C3O)C(=O)C5=C(C4=O)C(=CC=C5)OC)O)(C(=O)CO)O)N)O.Cl. Synergy scores: CSS=52.5, Synergy_ZIP=5.75, Synergy_Bliss=4.67, Synergy_Loewe=-0.919, Synergy_HSA=5.10. Cell line: U251. (5) Drug 1: C1CCN(CC1)CCOC2=CC=C(C=C2)C(=O)C3=C(SC4=C3C=CC(=C4)O)C5=CC=C(C=C5)O. Drug 2: CC(C1=C(C=CC(=C1Cl)F)Cl)OC2=C(N=CC(=C2)C3=CN(N=C3)C4CCNCC4)N. Cell line: TK-10. Synergy scores: CSS=1.63, Synergy_ZIP=0.883, Synergy_Bliss=3.05, Synergy_Loewe=-0.349, Synergy_HSA=0.920. (6) Drug 1: CC1=C(C(CCC1)(C)C)C=CC(=CC=CC(=CC(=O)O)C)C. Drug 2: CCN(CC)CCNC(=O)C1=C(NC(=C1C)C=C2C3=C(C=CC(=C3)F)NC2=O)C. Cell line: SK-MEL-5. Synergy scores: CSS=-1.28, Synergy_ZIP=0.767, Synergy_Bliss=0.0967, Synergy_Loewe=-1.72, Synergy_HSA=-2.47. (7) Drug 1: C1=C(C(=O)NC(=O)N1)N(CCCl)CCCl. Drug 2: COC1=NC(=NC2=C1N=CN2C3C(C(C(O3)CO)O)O)N. Synergy scores: CSS=18.5, Synergy_ZIP=-4.14, Synergy_Bliss=1.82, Synergy_Loewe=-2.19, Synergy_HSA=1.84. Cell line: UO-31.